From a dataset of Catalyst prediction with 721,799 reactions and 888 catalyst types from USPTO. Predict which catalyst facilitates the given reaction. (1) The catalyst class is: 14. Reactant: [NH:1]1[C:5]2[N:6]=[CH:7][CH:8]=[C:9]([C:10]#[N:11])[C:4]=2[CH:3]=[CH:2]1.[NH2:12][OH:13]. Product: [OH:13][NH:12][C:10]([C:9]1[C:4]2[CH:3]=[CH:2][NH:1][C:5]=2[N:6]=[CH:7][CH:8]=1)=[NH:11]. (2) Reactant: [C:1]([C:4]1[C:9](=[O:10])[C:8]([O:11][CH3:12])=[CH:7][N:6]([C:13]2[CH:18]=[CH:17][C:16]([N:19]3[CH:23]=[CH:22][CH:21]=[N:20]3)=[CH:15][C:14]=2[F:24])[N:5]=1)(=[O:3])[CH3:2].CO[C:27](OC)([N:29]([CH3:31])[CH3:30])C. Product: [CH3:27][N:29]([CH3:31])[CH:30]=[CH:2][C:1]([C:4]1[C:9](=[O:10])[C:8]([O:11][CH3:12])=[CH:7][N:6]([C:13]2[CH:18]=[CH:17][C:16]([N:19]3[CH:23]=[CH:22][CH:21]=[N:20]3)=[CH:15][C:14]=2[F:24])[N:5]=1)=[O:3]. The catalyst class is: 10. (3) Reactant: [Br:1][C:2]1[CH:7]=[CH:6][C:5](I)=[CH:4][CH:3]=1.C([Mg]Cl)(C)C.[CH:14]12[S:22][CH:18]([CH2:19][CH2:20][CH2:21]1)[CH2:17][CH:16]([CH:23]=[O:24])[CH2:15]2. Product: [Br:1][C:2]1[CH:7]=[CH:6][C:5]([CH:23]([CH:16]2[CH2:17][CH:18]3[S:22][CH:14]([CH2:21][CH2:20][CH2:19]3)[CH2:15]2)[OH:24])=[CH:4][CH:3]=1. The catalyst class is: 1. (4) Product: [F:15][CH:16]([F:26])[CH2:17][NH:1][C:2]1[CH:3]=[CH:4][C:5]([N:8]2[CH2:13][CH2:12][O:11][CH2:10][C:9]2=[O:14])=[CH:6][CH:7]=1. Reactant: [NH2:1][C:2]1[CH:7]=[CH:6][C:5]([N:8]2[CH2:13][CH2:12][O:11][CH2:10][C:9]2=[O:14])=[CH:4][CH:3]=1.[F:15][CH:16]([F:26])[CH2:17]OS(C(F)(F)F)(=O)=O.C(N(C(C)C)CC)(C)C. The catalyst class is: 1. (5) Reactant: [CH2:1]([O:3][C:4](=[O:19])[C:5]1[CH:10]=[CH:9][C:8]([N:11]=[CH:12][C:13]2[CH:18]=[CH:17][CH:16]=[CH:15][CH:14]=2)=[CH:7][CH:6]=1)[CH3:2].O.[O-]S(C(F)(F)F)(=O)=O.[Yb+3].[O-]S(C(F)(F)F)(=O)=O.[O-]S(C(F)(F)F)(=O)=O.[CH:46](=[O:50])[CH:47]([CH3:49])[CH3:48].O. Product: [CH2:1]([O:3][C:4]([C:5]1[CH:6]=[C:7]2[C:8](=[CH:9][CH:10]=1)[NH:11][CH:12]([C:13]1[CH:18]=[CH:17][CH:16]=[CH:15][CH:14]=1)[C:47]([CH3:49])([CH3:48])[CH:46]2[OH:50])=[O:19])[CH3:2]. The catalyst class is: 7.